Task: Predict the reactants needed to synthesize the given product.. Dataset: Full USPTO retrosynthesis dataset with 1.9M reactions from patents (1976-2016) (1) Given the product [F:12][C:8]1[CH:7]=[C:6]2[C:11]([C:2]([NH:28][C:25]3[CH:24]=[C:23]([CH3:22])[NH:27][N:26]=3)=[N:3][C:4]([C:13]([C:15]3[CH:20]=[CH:19][C:18]([F:21])=[CH:17][CH:16]=3)=[O:14])=[N:5]2)=[CH:10][CH:9]=1, predict the reactants needed to synthesize it. The reactants are: Cl[C:2]1[C:11]2[C:6](=[CH:7][C:8]([F:12])=[CH:9][CH:10]=2)[N:5]=[C:4]([C:13]([C:15]2[CH:20]=[CH:19][C:18]([F:21])=[CH:17][CH:16]=2)=[O:14])[N:3]=1.[CH3:22][C:23]1[NH:27][N:26]=[C:25]([NH2:28])[CH:24]=1.CCN(C(C)C)C(C)C.O. (2) Given the product [CH3:1][O:2][C:3]1[CH:8]=[C:7]([CH3:9])[NH:6][C:5](=[O:10])[C:4]=1[CH2:11][NH:12][C:13]([C:15]1[C:23]2[C:18](=[N:19][C:20]([N:24]3[CH2:25][CH2:26][NH:27][CH2:28][CH2:29]3)=[CH:21][CH:22]=2)[N:17]([CH:37]([CH3:41])[CH2:38][O:39][CH3:40])[C:16]=1[CH3:42])=[O:14], predict the reactants needed to synthesize it. The reactants are: [CH3:1][O:2][C:3]1[CH:8]=[C:7]([CH3:9])[NH:6][C:5](=[O:10])[C:4]=1[CH2:11][NH:12][C:13]([C:15]1[C:23]2[C:18](=[N:19][C:20]([N:24]3[CH2:29][CH2:28][N:27](C(OC(C)(C)C)=O)[CH2:26][CH2:25]3)=[CH:21][CH:22]=2)[N:17]([CH:37]([CH3:41])[CH2:38][O:39][CH3:40])[C:16]=1[CH3:42])=[O:14].Cl. (3) Given the product [CH:1]1([CH2:4][O:5][C:6]2[CH:11]=[C:10]([F:12])[CH:9]=[CH:8][C:7]=2[C:13]2[N:17]([CH3:18])[CH:16]=[N:15][C:14]=2[C:19]2[CH:24]=[C:23]([C:25]#[CH:27])[CH:22]=[CH:21][N:20]=2)[CH2:2][CH2:3]1, predict the reactants needed to synthesize it. The reactants are: [CH:1]1([CH2:4][O:5][C:6]2[CH:11]=[C:10]([F:12])[CH:9]=[CH:8][C:7]=2[C:13]2[N:17]([CH3:18])[CH:16]=[N:15][C:14]=2[C:19]2[CH:24]=[C:23]([CH:25]=O)[CH:22]=[CH:21][N:20]=2)[CH2:3][CH2:2]1.[C:27]([O-])([O-])=O.[K+].[K+].COP(C(=[N+]=[N-])C(=O)C)(=O)OC. (4) Given the product [O:28]1[CH2:29][CH2:30][CH:25]([NH:24][C:3]([C:5]2[O:9][N:8]=[C:7]([O:10][CH2:11][C:12]3[C:13]([C:18]4[CH:23]=[CH:22][CH:21]=[CH:20][N:19]=4)=[N:14][O:15][C:16]=3[CH3:17])[CH:6]=2)=[O:4])[CH2:27]1, predict the reactants needed to synthesize it. The reactants are: CO[C:3]([C:5]1[O:9][N:8]=[C:7]([O:10][CH2:11][C:12]2[C:13]([C:18]3[CH:23]=[CH:22][CH:21]=[CH:20][N:19]=3)=[N:14][O:15][C:16]=2[CH3:17])[CH:6]=1)=[O:4].[NH2:24][CH:25]1[CH2:30][CH2:29][O:28][CH2:27]C1. (5) Given the product [Cl:16][CH2:17][C:18]1[N:1]=[C:2]2[S:3][C:4]([C:12]([F:15])([F:13])[F:14])=[C:5]([C:7]([NH:9][CH2:10][CH3:11])=[O:8])[N:6]2[C:20](=[O:21])[CH:19]=1, predict the reactants needed to synthesize it. The reactants are: [NH2:1][C:2]1[S:3][C:4]([C:12]([F:15])([F:14])[F:13])=[C:5]([C:7]([NH:9][CH2:10][CH3:11])=[O:8])[N:6]=1.[Cl:16][CH2:17][C:18](=O)[CH2:19][C:20](OCC)=[O:21]. (6) Given the product [F:7][C:8]1[C:9]([CH3:33])=[CH:10][C:11]([N:14]2[C:22]3[CH:21]=[CH:20][N:19]([C:23]([O:5][C:2]([CH3:4])([CH3:3])[CH3:1])=[O:24])[CH:18]([CH3:32])[C:17]=3[N:16]=[N:15]2)=[N:12][CH:13]=1, predict the reactants needed to synthesize it. The reactants are: [CH3:1][C:2]([O-:5])([CH3:4])[CH3:3].[K+].[F:7][C:8]1[C:9]([CH3:33])=[CH:10][C:11]([N:14]2[C:22]3[CH:21]=[CH:20][N:19]([C:23](OC4C=CC=CC=4)=[O:24])[CH:18]([CH3:32])[C:17]=3[N:16]=[N:15]2)=[N:12][CH:13]=1.O. (7) The reactants are: BrC1C=CC(S(O[CH2:12][C@@H:13]2[O:27][C:17]3=[C:18]4[C:23](=[CH:24][CH:25]=[C:16]3[O:15][CH2:14]2)[N:22]=[C:21]([CH3:26])[CH:20]=[CH:19]4)(=O)=O)=CC=1.[CH3:28][C@@H:29]1[NH:34][CH2:33][CH2:32][N:31]([C:35]2[CH:44]=[CH:43][C:42]3[C:37](=[CH:38][CH:39]=[CH:40][CH:41]=3)[N:36]=2)[CH2:30]1. Given the product [CH3:26][C:21]1[CH:20]=[CH:19][C:18]2[C:23](=[CH:24][CH:25]=[C:16]3[O:15][CH2:14][C@H:13]([CH2:12][N:34]4[CH2:33][CH2:32][N:31]([C:35]5[CH:44]=[CH:43][C:42]6[C:37](=[CH:38][CH:39]=[CH:40][CH:41]=6)[N:36]=5)[CH2:30][C@@H:29]4[CH3:28])[O:27][C:17]3=2)[N:22]=1, predict the reactants needed to synthesize it. (8) Given the product [Cl:31][C:25]1[CH:26]=[C:27]([Cl:30])[CH:28]=[CH:29][C:24]=1[C:22]1[N:23]=[C:19]([C@@H:18]([NH:34][C:35](=[O:42])[CH2:36][CH2:37][CH2:38][C:39](=[O:41])[NH:44][C:45]2[CH:50]=[CH:49][CH:48]=[CH:47][CH:46]=2)[CH2:17][C:14]2[CH:13]=[CH:12][C:11]([O:10][C:7]3[CH:6]=[CH:5][C:4]([C:3]([OH:2])=[O:43])=[CH:9][CH:8]=3)=[CH:16][CH:15]=2)[N:20]([CH2:32][CH3:33])[CH:21]=1, predict the reactants needed to synthesize it. The reactants are: C[O:2][C:3](=[O:43])[C:4]1[CH:9]=[CH:8][C:7]([O:10][C:11]2[CH:16]=[CH:15][C:14]([CH2:17][C@H:18]([NH:34][C:35](=[O:42])[CH2:36][CH2:37][CH2:38][C:39]([OH:41])=O)[C:19]3[N:20]([CH2:32][CH3:33])[CH:21]=[C:22]([C:24]4[CH:29]=[CH:28][C:27]([Cl:30])=[CH:26][C:25]=4[Cl:31])[N:23]=3)=[CH:13][CH:12]=2)=[CH:6][CH:5]=1.[NH2:44][C:45]1[CH:50]=[CH:49][CH:48]=[CH:47][CH:46]=1. (9) The reactants are: [CH2:1]([N:8]1[C:16]2[C:11](=[CH:12][C:13]([OH:17])=[CH:14][CH:15]=2)[C:10]([CH3:19])([CH3:18])[CH2:9]1)[C:2]1[CH:7]=[CH:6][CH:5]=[CH:4][CH:3]=1.[CH2:20]([N:26]=[C:27]=[O:28])[CH2:21][CH2:22][CH2:23][CH2:24][CH3:25]. Given the product [CH2:20]([NH:26][C:27](=[O:28])[O:17][C:13]1[CH:12]=[C:11]2[C:16](=[CH:15][CH:14]=1)[N:8]([CH2:1][C:2]1[CH:3]=[CH:4][CH:5]=[CH:6][CH:7]=1)[CH2:9][C:10]2([CH3:19])[CH3:18])[CH2:21][CH2:22][CH2:23][CH2:24][CH3:25], predict the reactants needed to synthesize it.